From a dataset of Reaction yield outcomes from USPTO patents with 853,638 reactions. Predict the reaction yield, written as a fraction of the theoretical maximum amount of product (1.0 means a 100% yield; for example, 0.34 means a 34% yield). (1) The reactants are [Cl:1][C:2]1[N:11]=[CH:10][C:9]2[NH:8][CH2:7][C@@H:6]3[CH2:12][O:13][CH2:14][CH2:15][N:5]3[C:4]=2[N:3]=1.[OH:16][CH:17]1[CH2:22][CH2:21][C:20](=O)[CH2:19][CH2:18]1.[Na]. The catalyst is C(Cl)Cl.[Ti](Cl)(Cl)(Cl)Cl. The product is [Cl:1][C:2]1[N:11]=[CH:10][C:9]2[N:8]([CH:20]3[CH2:21][CH2:22][CH:17]([OH:16])[CH2:18][CH2:19]3)[CH2:7][C@@H:6]3[CH2:12][O:13][CH2:14][CH2:15][N:5]3[C:4]=2[N:3]=1. The yield is 0.0800. (2) The reactants are [C:1]([C:3]1([C:7]2[CH2:8][N:9]([C:12]([O:14][C:15]([CH3:18])([CH3:17])[CH3:16])=[O:13])[CH2:10][CH:11]=2)[CH2:6][CH2:5][CH2:4]1)#[N:2]. The catalyst is CCO.[Pd]. The product is [C:1]([C:3]1([CH:7]2[CH2:11][CH2:10][N:9]([C:12]([O:14][C:15]([CH3:18])([CH3:17])[CH3:16])=[O:13])[CH2:8]2)[CH2:4][CH2:5][CH2:6]1)#[N:2]. The yield is 0.920. (3) The reactants are [F:1][C:2]1[CH:7]=[CH:6][C:5]([N:8]2[CH2:13][CH2:12][NH:11][C@H:10]([CH3:14])[CH2:9]2)=[C:4]([C:15]([F:18])([F:17])[F:16])[CH:3]=1.C(N(C(C)C)CC)(C)C.[CH3:28][O:29][C:30]1[CH:31]=[C:32]([S:36](Cl)(=[O:38])=[O:37])[CH:33]=[CH:34][CH:35]=1. The catalyst is ClCCl. The product is [F:1][C:2]1[CH:7]=[CH:6][C:5]([N:8]2[CH2:13][CH2:12][N:11]([S:36]([C:32]3[CH:33]=[CH:34][CH:35]=[C:30]([O:29][CH3:28])[CH:31]=3)(=[O:38])=[O:37])[C@H:10]([CH3:14])[CH2:9]2)=[C:4]([C:15]([F:17])([F:16])[F:18])[CH:3]=1. The yield is 1.00. (4) The reactants are [Br:1][C:2]1[CH:3]=[C:4]([CH:8]2[CH2:17][C:16]([CH3:19])([CH3:18])[C:15]3[C:10](=[CH:11][CH:12]=[C:13]([C:20]([F:23])([F:22])[F:21])[CH:14]=3)[NH:9]2)[CH:5]=[CH:6][CH:7]=1.[H-].[Na+].I[CH3:27]. The catalyst is CN(C)C=O. The product is [Br:1][C:2]1[CH:3]=[C:4]([CH:8]2[CH2:17][C:16]([CH3:19])([CH3:18])[C:15]3[C:10](=[CH:11][CH:12]=[C:13]([C:20]([F:23])([F:21])[F:22])[CH:14]=3)[N:9]2[CH3:27])[CH:5]=[CH:6][CH:7]=1. The yield is 0.700. (5) The reactants are Br[CH2:2]/[CH:3]=[CH:4]/[C:5]([NH:7][C:8]1[CH:9]=[C:10]2[C:15](=[CH:16][C:17]=1[O:18][CH3:19])[N:14]=[CH:13][N:12]=[C:11]2[NH:20][C:21]1[CH:26]=[CH:25][C:24]([F:27])=[C:23]([Cl:28])[CH:22]=1)=[O:6].Cl.[CH2:30]1[C:33]2([CH2:38][CH2:37][CH2:36][CH2:35][CH2:34]2)[CH2:32][NH:31]1.C([O-])([O-])=O.[K+].[K+].O. The catalyst is CN(C=O)C. The product is [Cl:28][C:23]1[CH:22]=[C:21]([NH:20][C:11]2[C:10]3[C:15](=[CH:16][C:17]([O:18][CH3:19])=[C:8]([NH:7][C:5](=[O:6])/[CH:4]=[CH:3]/[CH2:2][N:31]4[CH2:32][C:33]5([CH2:38][CH2:37][CH2:36][CH2:35][CH2:34]5)[CH2:30]4)[CH:9]=3)[N:14]=[CH:13][N:12]=2)[CH:26]=[CH:25][C:24]=1[F:27]. The yield is 0.360. (6) The reactants are Br[C:2]1[CH:10]=[CH:9][C:5]([C:6]([OH:8])=[O:7])=[C:4]([CH3:11])[CH:3]=1.C([Li])CCC.CN([CH:20]=[O:21])C. The catalyst is C1COCC1. The product is [CH:20]([C:2]1[CH:10]=[CH:9][C:5]([C:6]([OH:8])=[O:7])=[C:4]([CH3:11])[CH:3]=1)=[O:21]. The yield is 0.400. (7) The reactants are [Cl-].[Cl:2][CH2:3][N+:4]12[CH2:11][CH2:10][N:7]([CH2:8][CH2:9]1)[CH2:6][CH2:5]2.[F:12][B-:13]([F:16])([F:15])[F:14].[Na+]. The catalyst is CC#N. The product is [F:12][B-:13]([F:16])([F:15])[F:14].[Cl:2][CH2:3][N+:4]12[CH2:11][CH2:10][N:7]([CH2:8][CH2:9]1)[CH2:6][CH2:5]2. The yield is 0.990. (8) The reactants are FC(F)(F)S(O[C:7]1[C:8]2[S:23][CH2:22][CH2:21][CH2:20][C:9]=2[N:10]=[C:11]([C:13]2[CH:18]=[CH:17][CH:16]=[C:15]([Cl:19])[CH:14]=2)[N:12]=1)(=O)=O.[NH2:26][C:27]1[CH:32]=[CH:31][C:30]([CH2:33][C:34]([NH2:36])=[O:35])=[CH:29][CH:28]=1. No catalyst specified. The product is [Cl:19][C:15]1[CH:14]=[C:13]([C:11]2[N:12]=[C:7]([NH:26][C:27]3[CH:28]=[CH:29][C:30]([CH2:33][C:34]([NH2:36])=[O:35])=[CH:31][CH:32]=3)[C:8]3[S:23][CH2:22][CH2:21][CH2:20][C:9]=3[N:10]=2)[CH:18]=[CH:17][CH:16]=1. The yield is 0.820. (9) The reactants are [C:1]([O-:5])(=[O:4])[CH2:2][CH3:3].[Ca+2:6].C([O-])(=O)CC.[C:12]([O-:19])(=[O:18])/[CH:13]=[CH:14]/[CH:15]=[CH:16]/[CH3:17].[K+]. The catalyst is O. The product is [C:12]([O-:19])(=[O:18])/[CH:13]=[CH:14]/[CH:15]=[CH:16]/[CH3:17].[C:1]([O-:5])(=[O:4])[CH2:2][CH3:3].[Ca+2:6]. The yield is 0.900. (10) The reactants are C(OC(=O)[NH:7][CH2:8][C:9](=[O:26])[NH:10][C:11]1[CH:16]=[CH:15][C:14]([O:17][CH2:18][C:19]2[CH:24]=[CH:23][CH:22]=[C:21]([F:25])[CH:20]=2)=[CH:13][CH:12]=1)(C)(C)C.Cl.C(=O)([O-])[O-].[Na+].[Na+]. The catalyst is C(OCC)C. The product is [NH2:7][CH2:8][C:9]([NH:10][C:11]1[CH:12]=[CH:13][C:14]([O:17][CH2:18][C:19]2[CH:24]=[CH:23][CH:22]=[C:21]([F:25])[CH:20]=2)=[CH:15][CH:16]=1)=[O:26]. The yield is 0.370.